This data is from Full USPTO retrosynthesis dataset with 1.9M reactions from patents (1976-2016). The task is: Predict the reactants needed to synthesize the given product. (1) Given the product [NH2:1][C:2]1[CH:3]=[CH:4][C:5]([C:6]([O:8][CH2:9][CH3:10])=[O:7])=[CH:11][C:12]=1[I:13], predict the reactants needed to synthesize it. The reactants are: [NH2:1][C:2]1[CH:12]=[CH:11][C:5]([C:6]([O:8][CH2:9][CH3:10])=[O:7])=[CH:4][CH:3]=1.[I:13]N1C(=O)CCC1=O.O. (2) Given the product [Cl:1][C:2]1[CH:3]=[C:4]2[N:25]=[C:24]([O:26][C@@H:27]3[CH2:28][O:29][C@@H:30]4[C@H:34]([OH:35])[CH2:33][O:32][C@H:31]34)[N:23]([CH2:36][O:37][CH2:38][CH2:39][Si:40]([CH3:43])([CH3:42])[CH3:41])[C:5]2=[N:6][C:7]=1[C:8]1[CH:9]=[CH:10][C:11]([C:45]2[CH:46]=[CH:47][C:48]([CH2:51][N:52]=[S:53]([CH3:56])([CH3:55])=[O:54])=[N:49][CH:50]=2)=[CH:12][CH:13]=1, predict the reactants needed to synthesize it. The reactants are: [Cl:1][C:2]1[CH:3]=[C:4]2[N:25]=[C:24]([O:26][C@H:27]3[C@H:31]4[O:32][CH2:33][C@@H:34]([OH:35])[C@H:30]4[O:29][CH2:28]3)[N:23]([CH2:36][O:37][CH2:38][CH2:39][Si:40]([CH3:43])([CH3:42])[CH3:41])[C:5]2=[N:6][C:7]=1[C:8]1[CH:13]=[CH:12][C:11](B2OC(C)(C)C(C)(C)O2)=[CH:10][CH:9]=1.Br[C:45]1[CH:46]=[CH:47][C:48]([CH2:51][N:52]=[S:53]([CH3:56])([CH3:55])=[O:54])=[N:49][CH:50]=1. (3) Given the product [CH:1]1([C:4]2[N:8]3[CH:9]=[CH:10][CH:11]=[CH:12][C:7]3=[N:6][C:5]=2[NH:18][C:21](=[O:30])[O:44][C:40]([CH3:43])([CH3:42])[CH3:41])[CH2:2][CH2:3]1, predict the reactants needed to synthesize it. The reactants are: [CH:1]1([C:4]2[N:8]3[CH:9]=[CH:10][CH:11]=[CH:12][C:7]3=[N:6][C:5]=2C(O)=O)[CH2:3][CH2:2]1.C([N:18]([CH2:21]C)CC)C.C1(P(N=[N+]=[N-])(C2C=CC=CC=2)=[O:30])C=CC=CC=1.[C:40]([OH:44])([CH3:43])([CH3:42])[CH3:41]. (4) Given the product [C:1]([O:5][C:6](=[O:18])[NH:7][CH:8]([C:11]1[CH:16]=[CH:15][C:14]([O:17][CH:20]([CH3:22])[CH3:21])=[CH:13][CH:12]=1)[CH2:9][CH3:10])([CH3:2])([CH3:3])[CH3:4], predict the reactants needed to synthesize it. The reactants are: [C:1]([O:5][C:6](=[O:18])[NH:7][CH:8]([C:11]1[CH:16]=[CH:15][C:14]([OH:17])=[CH:13][CH:12]=1)[CH2:9][CH3:10])([CH3:4])([CH3:3])[CH3:2].I[CH:20]([CH3:22])[CH3:21].C(=O)([O-])[O-].[K+].[K+].O. (5) Given the product [Br:1][C:2]1[CH:3]=[C:4]2[C:8](=[CH:9][CH:10]=1)[CH:7]([O:11][Si:32]([C:29]([CH3:31])([CH3:30])[CH3:28])([CH3:34])[CH3:33])[CH2:6][CH2:5]2, predict the reactants needed to synthesize it. The reactants are: [Br:1][C:2]1[CH:3]=[C:4]2[C:8](=[CH:9][CH:10]=1)[CH:7]([OH:11])[CH2:6][CH2:5]2.C(N(CC)CC)C.CN(C1C=CC=CN=1)C.[CH3:28][C:29]([Si:32](Cl)([CH3:34])[CH3:33])([CH3:31])[CH3:30]. (6) The reactants are: [CH2:1]([C:13]1[S:14][CH:15]=[CH:16][CH:17]=1)[CH2:2][CH2:3][CH2:4][CH2:5][CH2:6][CH2:7][CH2:8][CH2:9][CH2:10][CH2:11][CH3:12].[Li]CCCC.[CH3:23][Sn:24](Cl)([CH3:26])[CH3:25]. Given the product [CH2:1]([C:13]1[S:14][C:15]([Sn:24]([CH3:26])([CH3:25])[CH3:23])=[CH:16][CH:17]=1)[CH2:2][CH2:3][CH2:4][CH2:5][CH2:6][CH2:7][CH2:8][CH2:9][CH2:10][CH2:11][CH3:12], predict the reactants needed to synthesize it. (7) Given the product [CH3:25][N:26]([CH3:31])[S:27]([N:22]1[CH2:23][CH2:24][CH:19]([NH:18][C:4]2[S:5][C:6]([C:7](=[O:8])[C:9]3[CH:14]=[CH:13][C:12]([O:15][CH3:16])=[C:11]([F:17])[CH:10]=3)=[C:2]([NH2:1])[N:3]=2)[CH2:20][CH2:21]1)(=[O:29])=[O:28], predict the reactants needed to synthesize it. The reactants are: [NH2:1][C:2]1[N:3]=[C:4]([NH:18][CH:19]2[CH2:24][CH2:23][NH:22][CH2:21][CH2:20]2)[S:5][C:6]=1[C:7]([C:9]1[CH:14]=[CH:13][C:12]([O:15][CH3:16])=[C:11]([F:17])[CH:10]=1)=[O:8].[CH3:25][N:26]([CH3:31])[S:27](Cl)(=[O:29])=[O:28].C(N(C(C)C)CC)(C)C. (8) Given the product [F:1][C:2]1[CH:10]=[CH:9][C:5]([C:6]([NH:16][CH2:15][CH2:14][N:13]([CH2:17][CH3:18])[CH2:11][CH3:12])=[O:8])=[CH:4][N:3]=1, predict the reactants needed to synthesize it. The reactants are: [F:1][C:2]1[CH:10]=[CH:9][C:5]([C:6]([OH:8])=O)=[CH:4][N:3]=1.[CH2:11]([N:13]([CH2:17][CH3:18])[CH2:14][CH2:15][NH2:16])[CH3:12].C1C=CC2N(O)N=NC=2C=1.CCN=C=NCCCN(C)C.CCN(C(C)C)C(C)C. (9) Given the product [OH:3][CH2:4][C:6]1[O:10][C:9]([NH:11][C:12](=[O:29])[CH:13]([NH:17][C:18](=[O:28])[CH2:19][C:20]2[CH:25]=[C:24]([F:26])[CH:23]=[C:22]([F:27])[CH:21]=2)[CH2:14][CH2:15][CH3:16])=[N:8][C:7]=1[C:30]([F:32])([F:31])[F:33], predict the reactants needed to synthesize it. The reactants are: C([O:3][C:4]([C:6]1[O:10][C:9]([NH:11][C:12](=[O:29])[CH:13]([NH:17][C:18](=[O:28])[CH2:19][C:20]2[CH:25]=[C:24]([F:26])[CH:23]=[C:22]([F:27])[CH:21]=2)[CH2:14][CH2:15][CH3:16])=[N:8][C:7]=1[C:30]([F:33])([F:32])[F:31])=O)C.[BH4-].[Na+]. (10) Given the product [Br:1][C:2]1[S:6][C:5]2=[N:7][CH:8]=[C:9]([S:10]([Cl:16])(=[O:13])=[O:11])[N:4]2[N:3]=1, predict the reactants needed to synthesize it. The reactants are: [Br:1][C:2]1[S:6][C:5]2=[N:7][CH:8]=[C:9]([S:10]([OH:13])(=O)=[O:11])[N:4]2[N:3]=1.P(Cl)(Cl)([Cl:16])=O.P(Cl)(Cl)(Cl)(Cl)Cl.ClCCl.